This data is from Reaction yield outcomes from USPTO patents with 853,638 reactions. The task is: Predict the reaction yield, written as a fraction of the theoretical maximum amount of product (1.0 means a 100% yield; for example, 0.34 means a 34% yield). (1) The yield is 0.890. The catalyst is O1CCOCC1.C(OCC)(=O)C.C1C=CC(P(C2C=CC=CC=2)[C-]2C=CC=C2)=CC=1.C1C=CC(P(C2C=CC=CC=2)[C-]2C=CC=C2)=CC=1.Cl[Pd]Cl.[Fe+2]. The product is [CH:28]([O:31][C:32]1[CH:37]=[CH:36][C:35]([C:2]2[C:7](=[O:8])[N:6]([CH2:9][C:10]3[CH:15]=[CH:14][C:13]([C:16]4[C:17]([C:22]#[N:23])=[CH:18][CH:19]=[CH:20][CH:21]=4)=[CH:12][CH:11]=3)[C:5]([CH2:24][CH2:25][CH3:26])=[N:4][C:3]=2[CH3:27])=[CH:34][CH:33]=1)([CH3:30])[CH3:29]. The reactants are Br[C:2]1[C:7](=[O:8])[N:6]([CH2:9][C:10]2[CH:15]=[CH:14][C:13]([C:16]3[C:17]([C:22]#[N:23])=[CH:18][CH:19]=[CH:20][CH:21]=3)=[CH:12][CH:11]=2)[C:5]([CH2:24][CH2:25][CH3:26])=[N:4][C:3]=1[CH3:27].[CH:28]([O:31][C:32]1[CH:37]=[CH:36][C:35](B(O)O)=[CH:34][CH:33]=1)([CH3:30])[CH3:29].C(=O)([O-])[O-].[Cs+].[Cs+]. (2) The reactants are C([N-]C(C)C)(C)C.[Li+].[F:9][C:10]1[CH:15]=[CH:14][C:13]([CH2:16][C:17]([OH:19])=[O:18])=[CH:12][C:11]=1[C:20]([F:23])([F:22])[F:21].I[CH2:25][CH:26]1[CH2:30][CH2:29][CH2:28][CH2:27]1. The catalyst is O1CCCC1.CN1CCCN(C)C1=O.CN1CCCN(C)C1=O. The product is [CH:26]1([CH2:25][CH:16]([C:13]2[CH:14]=[CH:15][C:10]([F:9])=[C:11]([C:20]([F:21])([F:22])[F:23])[CH:12]=2)[C:17]([OH:19])=[O:18])[CH2:30][CH2:29][CH2:28][CH2:27]1. The yield is 0.843.